Dataset: NCI-60 drug combinations with 297,098 pairs across 59 cell lines. Task: Regression. Given two drug SMILES strings and cell line genomic features, predict the synergy score measuring deviation from expected non-interaction effect. Drug 1: CC1=C(N=C(N=C1N)C(CC(=O)N)NCC(C(=O)N)N)C(=O)NC(C(C2=CN=CN2)OC3C(C(C(C(O3)CO)O)O)OC4C(C(C(C(O4)CO)O)OC(=O)N)O)C(=O)NC(C)C(C(C)C(=O)NC(C(C)O)C(=O)NCCC5=NC(=CS5)C6=NC(=CS6)C(=O)NCCC[S+](C)C)O. Drug 2: CC1=C(C(=O)C2=C(C1=O)N3CC4C(C3(C2COC(=O)N)OC)N4)N. Cell line: ACHN. Synergy scores: CSS=72.3, Synergy_ZIP=-3.90, Synergy_Bliss=-4.56, Synergy_Loewe=-1.24, Synergy_HSA=0.979.